This data is from Cav3 T-type calcium channel HTS with 100,875 compounds. The task is: Binary Classification. Given a drug SMILES string, predict its activity (active/inactive) in a high-throughput screening assay against a specified biological target. (1) The compound is S(=O)(=O)(C1(CC1)C(=O)Nc1ccc(F)cc1)c1ccc(cc1)C. The result is 0 (inactive). (2) The compound is O1C2=C(CN(C\C2=C/c2cccnc2)C(C)C)C(C(=C1N)C#N)c1cccnc1. The result is 0 (inactive). (3) The molecule is Cl\C(=C\Cn1c(=O)c2n3CCSc3nc2n(c1=O)C)C. The result is 0 (inactive). (4) The drug is O=C(Nc1c(cccc1)C(=O)Nc1ccncc1)C(C)(C)C. The result is 0 (inactive).